Dataset: Full USPTO retrosynthesis dataset with 1.9M reactions from patents (1976-2016). Task: Predict the reactants needed to synthesize the given product. (1) Given the product [Cl:1][C:2]1[CH:7]=[CH:6][C:5]([C:8]2([C:11]([Cl:17])=[O:13])[CH2:10][CH2:9]2)=[CH:4][CH:3]=1, predict the reactants needed to synthesize it. The reactants are: [Cl:1][C:2]1[CH:7]=[CH:6][C:5]([C:8]2([C:11]([OH:13])=O)[CH2:10][CH2:9]2)=[CH:4][CH:3]=1.C(Cl)(=O)C([Cl:17])=O. (2) Given the product [CH2:1]([N:3]1[CH2:8][CH2:7][C@@H:6]([NH:9][C:10](=[O:17])[C:11]2[CH:16]=[CH:15][CH:14]=[CH:13][CH:12]=2)[C@@H:5]([F:18])[CH2:4]1)[CH3:2], predict the reactants needed to synthesize it. The reactants are: [CH2:1]([N:3]1[CH2:8][CH2:7][C:6]([NH:9][C:10](=[O:17])[C:11]2[CH:16]=[CH:15][CH:14]=[CH:13][CH:12]=2)=[C:5]([F:18])[CH2:4]1)[CH3:2].ClCCl.[H][H]. (3) Given the product [CH3:20][O:19][C:13]1[CH:14]=[C:15]2[C:10](=[CH:11][C:12]=1[O:21][CH3:22])[C:9]1=[C:5]([C:3]3[O:2][N:42]=[C:35]([C:36]4[CH:41]=[CH:40][CH:39]=[CH:38][CH:37]=4)[N:34]=3)[C:6]([C:24]3[CH:25]=[C:26]([CH3:32])[C:27]([OH:31])=[C:28]([CH3:30])[CH:29]=3)=[C:7]([CH3:23])[N:8]1[CH:17]([CH3:18])[CH2:16]2, predict the reactants needed to synthesize it. The reactants are: C[O:2][C:3]([C:5]1[C:6]([C:24]2[CH:29]=[C:28]([CH3:30])[C:27]([OH:31])=[C:26]([CH3:32])[CH:25]=2)=[C:7]([CH3:23])[N:8]2[CH:17]([CH3:18])[CH2:16][C:15]3[C:10](=[CH:11][C:12]([O:21][CH3:22])=[C:13]([O:19][CH3:20])[CH:14]=3)[C:9]=12)=O.O[NH:34][C:35](=[NH:42])[C:36]1[CH:41]=[CH:40][CH:39]=[CH:38][CH:37]=1. (4) Given the product [Si:1]([O:8][CH2:9][CH2:10][CH2:11][CH2:12][CH2:13][CH2:14][CH2:15][CH2:16][CH:17]([OH:36])[CH2:18][CH2:19][C:20]#[C:21][Si:22]([CH3:25])([CH3:24])[CH3:23])([C:4]([CH3:7])([CH3:6])[CH3:5])([CH3:3])[CH3:2], predict the reactants needed to synthesize it. The reactants are: [Si:1]([O:8][CH2:9][CH2:10][CH2:11][CH2:12][CH2:13][CH2:14][CH:15](O)[CH2:16][CH2:17][CH2:18][CH2:19][C:20]#[C:21][Si:22]([CH3:25])([CH3:24])[CH3:23])([C:4]([CH3:7])([CH3:6])[CH3:5])([CH3:3])[CH3:2].BrCCCCCCCC[O:36][Si](C(C)(C)C)(C)C.C[Si](C)(C)C#CCCC=O. (5) Given the product [CH:1]12[CH2:8][CH:7]3[CH2:6][CH:5]([CH2:4][CH:3]([CH2:9]3)[CH:2]1[N:11]1[CH:15]=[C:14]([CH:16]([CH3:17])[CH3:18])[N:13]([CH2:23][CH:24]3[CH2:26][CH2:25]3)[C:12]1=[O:19])[CH2:10]2, predict the reactants needed to synthesize it. The reactants are: [CH:1]12[CH2:10][CH:5]3[CH2:6][CH:7]([CH2:9][CH:3]([CH2:4]3)[CH:2]1[N:11]1[CH:15]=[C:14]([CH:16]([CH3:18])[CH3:17])[NH:13][C:12]1=[O:19])[CH2:8]2.[H-].[Na+].Br[CH2:23][CH:24]1[CH2:26][CH2:25]1.[Na+].[Cl-]. (6) Given the product [CH:26]1([CH2:25][NH:24][C:22](=[O:23])[CH2:21][CH:18]2[C:14]3[CH:15]=[N:16][CH:17]=[C:12]([C:4]4[CH:5]=[CH:6][C:7]([C:8]([F:11])([F:9])[F:10])=[C:2]([F:1])[CH:3]=4)[C:13]=3[CH2:20][CH2:19]2)[CH2:28][CH2:27]1, predict the reactants needed to synthesize it. The reactants are: [F:1][C:2]1[CH:3]=[C:4]([C:12]2[C:13]3[CH2:20][CH2:19][CH:18]([CH2:21][C:22]([NH:24][CH3:25])=[O:23])[C:14]=3[CH:15]=[N:16][CH:17]=2)[CH:5]=[CH:6][C:7]=1[C:8]([F:11])([F:10])[F:9].[CH:26]1(CN)[CH2:28][CH2:27]1. (7) Given the product [Br:13][C:14]1[CH:19]=[C:18]([F:20])[CH:17]=[CH:16][C:15]=1[O:21][CH2:7][C:2]#[CH:3], predict the reactants needed to synthesize it. The reactants are: F[C:2]1(OC#CC)[CH:7]=C(F)C=C[CH2:3]1.[Br:13][C:14]1[CH:19]=[C:18]([F:20])[CH:17]=[CH:16][C:15]=1[OH:21]. (8) Given the product [NH2:1][C:2]1[C:3]([C:4]#[N:5])=[CH:6][C:7]([CH2:11][CH2:12][CH3:13])=[CH:8][C:9]=1[C:17]1[CH:18]=[CH:19][C:20]([OH:21])=[C:15]([F:14])[CH:16]=1, predict the reactants needed to synthesize it. The reactants are: [NH2:1][C:2]1[C:9](I)=[CH:8][C:7]([CH2:11][CH2:12][CH3:13])=[CH:6][C:3]=1[C:4]#[N:5].[F:14][C:15]1[CH:16]=[C:17](B(O)O)[CH:18]=[CH:19][C:20]=1[OH:21].C([O-])([O-])=O.[K+].[K+]. (9) Given the product [F:32][C:2]([F:1])([F:31])[C:3]1[CH:4]=[C:5]([CH:24]=[C:25]([C:27]([F:28])([F:29])[F:30])[CH:26]=1)[CH2:6][O:7][C@H:8]1[O:13][C@H:12]([CH3:14])[CH2:11][NH:10][C@@H:9]1[C:18]1[CH:19]=[CH:20][CH:21]=[CH:22][CH:23]=1, predict the reactants needed to synthesize it. The reactants are: [F:1][C:2]([F:32])([F:31])[C:3]1[CH:4]=[C:5]([CH:24]=[C:25]([C:27]([F:30])([F:29])[F:28])[CH:26]=1)[CH2:6][O:7][C@H:8]1[O:13][C@H:12]([CH3:14])[CH2:11][N:10](CC=C)[C@@H:9]1[C:18]1[CH:23]=[CH:22][CH:21]=[CH:20][CH:19]=1.C(#N)C.O. (10) The reactants are: [Br:1]N1C(=O)CCC1=O.[CH3:9][O:10][C:11]([C:13]1[C:22]([OH:23])=[C:21]2[C:16]([CH:17]=[CH:18][CH:19]=[N:20]2)=[CH:15][N:14]=1)=[O:12].CO.CO.O. Given the product [CH3:9][O:10][C:11]([C:13]1[C:22]([OH:23])=[C:21]2[C:16]([CH:17]=[CH:18][CH:19]=[N:20]2)=[C:15]([Br:1])[N:14]=1)=[O:12], predict the reactants needed to synthesize it.